From a dataset of Forward reaction prediction with 1.9M reactions from USPTO patents (1976-2016). Predict the product of the given reaction. Given the reactants [CH3:1][C:2]1[CH:3]=[CH:4][C:5]2[NH:6][N:7]=[C:8]3[C:13]=2[C:12]=1[C:11](=[O:14])[C:10]1[CH:15]=[CH:16][CH:17]=[CH:18][C:9]3=1.[N-:19]=[N+]=[N-].[Na+], predict the reaction product. The product is: [CH3:1][C:2]1[CH:3]=[CH:4][C:5]2[NH:6][N:7]=[C:8]3[C:9]4[CH:18]=[CH:17][CH:16]=[CH:15][C:10]=4[C:11](=[O:14])[NH:19][C:12]=1[C:13]=23.